Dataset: Catalyst prediction with 721,799 reactions and 888 catalyst types from USPTO. Task: Predict which catalyst facilitates the given reaction. (1) Reactant: [F:1][C:2]1[CH:7]=[CH:6][C:5]([CH:8]([CH:13]([C:16]2[CH:21]=[CH:20][C:19]([S:22][CH3:23])=[CH:18][CH:17]=2)[CH:14]=O)[C:9](OC)=[O:10])=[CH:4][CH:3]=1.O.[NH2:25][NH2:26]. Product: [F:1][C:2]1[CH:7]=[CH:6][C:5]([CH:8]2[CH:13]([C:16]3[CH:21]=[CH:20][C:19]([S:22][CH3:23])=[CH:18][CH:17]=3)[CH:14]=[N:26][NH:25][C:9]2=[O:10])=[CH:4][CH:3]=1. The catalyst class is: 8. (2) Reactant: [NH2:1][C@@H:2]([C@H:5]([CH3:11])[CH2:6][C:7]([F:10])([F:9])[F:8])[CH2:3][OH:4].C(N(CC)CC)C.[Cl:19][C:20]1[S:24][C:23]([S:25](Cl)(=[O:27])=[O:26])=[CH:22][CH:21]=1. Product: [Cl:19][C:20]1[S:24][C:23]([S:25]([NH:1][C@H:2]([CH2:3][OH:4])[C@H:5]([CH3:11])[CH2:6][C:7]([F:8])([F:9])[F:10])(=[O:27])=[O:26])=[CH:22][CH:21]=1. The catalyst class is: 91. (3) Reactant: [F:1][C:2]1[CH:7]=[CH:6][C:5]([C:8]2[CH:13]=[CH:12][C:11]([S:14](Cl)(=[O:16])=[O:15])=[CH:10][CH:9]=2)=[CH:4][CH:3]=1.Cl.[C:19]([O:23][C:24]([N:26]1[CH2:30][C@H:29]2[C@H:31]3[C@@H:35]([C@H:28]2[CH2:27]1)[CH2:34][NH:33][CH2:32]3)=[O:25])([CH3:22])([CH3:21])[CH3:20].N1C=CC=CC=1. Product: [C:19]([O:23][C:24]([N:26]1[CH2:30][C@H:29]2[C@H:31]3[C@@H:35]([C@H:28]2[CH2:27]1)[CH2:34][N:33]([S:14]([C:11]1[CH:12]=[CH:13][C:8]([C:5]2[CH:6]=[CH:7][C:2]([F:1])=[CH:3][CH:4]=2)=[CH:9][CH:10]=1)(=[O:16])=[O:15])[CH2:32]3)=[O:25])([CH3:22])([CH3:20])[CH3:21]. The catalyst class is: 4. (4) Reactant: [BH4-].[Na+].[NH2:3][C@@H:4]([C:12]([NH:14][C@H:15]([C:23]([NH:25][C@H:26]([C:34]([NH:36][C@@H:37]([C:48]([NH:50][C@H:51]([C:57]([NH:59][C@H:60]([C:64]([NH:66][C@H:67]([C:75]([NH:77][C@H:78]([C:82]([O:84]C)=[O:83])[C@@H:79]([CH3:81])[OH:80])=[O:76])[CH2:68][S:69][CH2:70][NH:71][C:72]([CH3:74])=[O:73])=[O:65])[C@@H:61]([CH3:63])[OH:62])=[O:58])[CH2:52][CH2:53][CH2:54][CH2:55][NH2:56])=[O:49])[CH2:38][C:39]1[C:47]2[C:42](=[CH:43][CH:44]=[CH:45][CH:46]=2)[NH:41][CH:40]=1)=[O:35])[CH2:27][C:28]1[CH:33]=[CH:32][CH:31]=[CH:30][CH:29]=1)=[O:24])[CH2:16][S:17][CH2:18][NH:19][C:20]([CH3:22])=[O:21])=[O:13])[CH2:5][C:6]1[CH:11]=[CH:10][CH:9]=[CH:8][CH:7]=1.C(O)(=O)C. Product: [NH2:3][C@@H:4]([C:12]([NH:14][C@H:15]([C:23]([NH:25][C@H:26]([C:34]([NH:36][C@@H:37]([C:48]([NH:50][C@H:51]([C:57]([NH:59][C@H:60]([C:64]([NH:66][C@H:67]([C:75]([NH:77][C@H:78]([C:82]([OH:84])=[O:83])[C@@H:79]([CH3:81])[OH:80])=[O:76])[CH2:68][S:69][CH2:70][NH:71][C:72]([CH3:74])=[O:73])=[O:65])[C@@H:61]([CH3:63])[OH:62])=[O:58])[CH2:52][CH2:53][CH2:54][CH2:55][NH2:56])=[O:49])[CH2:38][C:39]1[C:47]2[C:42](=[CH:43][CH:44]=[CH:45][CH:46]=2)[NH:41][CH:40]=1)=[O:35])[CH2:27][C:28]1[CH:33]=[CH:32][CH:31]=[CH:30][CH:29]=1)=[O:24])[CH2:16][S:17][CH2:18][NH:19][C:20]([CH3:22])=[O:21])=[O:13])[CH2:5][C:6]1[CH:11]=[CH:10][CH:9]=[CH:8][CH:7]=1. The catalyst class is: 8. (5) Reactant: Br[C:2]1[CH:3]=[C:4]2[O:10][C:9]([NH:11][C:12]([O:14][C:15]([CH3:18])([CH3:17])[CH3:16])=[O:13])=[C:8]([C:19]([O:21][CH2:22][CH3:23])=[O:20])[C:5]2=[N:6][CH:7]=1.[O:24]1[CH2:28][CH2:27][C:26](B2OC(C)(C)C(C)(C)O2)=[CH:25]1.C(=O)([O-])[O-].[K+].[K+]. Product: [C:15]([O:14][C:12]([NH:11][C:9]1[O:10][C:4]2[C:5](=[N:6][CH:7]=[C:2]([C:26]3[CH2:27][CH2:28][O:24][CH:25]=3)[CH:3]=2)[C:8]=1[C:19]([O:21][CH2:22][CH3:23])=[O:20])=[O:13])([CH3:18])([CH3:17])[CH3:16]. The catalyst class is: 75. (6) Reactant: [H][H].[OH:3][C:4]([CH3:33])([CH3:32])[CH:5]([NH:7][C:8]1[C:20]2[C:19]3[CH:18]=[CH:17][C:16]([C:21]#[C:22][C:23]4[CH:24]=[N:25][CH:26]=[CH:27][CH:28]=4)=[CH:15][C:14]=3[NH:13][C:12]=2[C:11]([C:29]([NH2:31])=[O:30])=[CH:10][N:9]=1)[CH3:6]. Product: [OH:3][C:4]([CH3:32])([CH3:33])[CH:5]([NH:7][C:8]1[C:20]2[C:19]3[CH:18]=[CH:17][C:16]([CH2:21][CH2:22][C:23]4[CH:24]=[N:25][CH:26]=[CH:27][CH:28]=4)=[CH:15][C:14]=3[NH:13][C:12]=2[C:11]([C:29]([NH2:31])=[O:30])=[CH:10][N:9]=1)[CH3:6]. The catalyst class is: 50.